The task is: Predict the product of the given reaction.. This data is from Forward reaction prediction with 1.9M reactions from USPTO patents (1976-2016). (1) The product is: [C:1]([O:5][C:6]([N:8]1[CH2:9][CH2:10][CH:11]([CH2:14][N:15]([C:16]2[CH:21]=[CH:20][CH:19]=[C:18]([Cl:22])[CH:17]=2)[C:30](=[O:33])[CH2:31][CH3:32])[CH2:12][CH2:13]1)=[O:7])([CH3:4])([CH3:2])[CH3:3]. Given the reactants [C:1]([O:5][C:6]([N:8]1[CH2:13][CH2:12][CH:11]([CH2:14][NH:15][C:16]2[CH:21]=[CH:20][CH:19]=[C:18]([Cl:22])[CH:17]=2)[CH2:10][CH2:9]1)=[O:7])([CH3:4])([CH3:3])[CH3:2].C(N(CC)CC)C.[C:30](Cl)(=[O:33])[CH2:31][CH3:32].O, predict the reaction product. (2) Given the reactants [NH2:1][C:2]1[CH:7]=[C:6]([Cl:8])[CH:5]=[C:4]([CH2:9][CH:10]=[CH2:11])[C:3]=1[O:12][CH3:13].[N:14]([O-])=O.[Na+].O.O.Cl[Sn]Cl, predict the reaction product. The product is: [CH2:9]([C:4]1[C:3]([O:12][CH3:13])=[C:2]([NH:1][NH2:14])[CH:7]=[C:6]([Cl:8])[CH:5]=1)[CH:10]=[CH2:11]. (3) The product is: [C:11]([C:10]1[C:9]2[CH2:8][CH2:7][CH2:6][CH2:5][C:4]=2[N:3]([CH:13]2[CH2:15][CH2:14]2)[C:2]=1[NH:1][C:16](=[O:18])[CH3:17])#[N:12]. Given the reactants [NH2:1][C:2]1[N:3]([CH:13]2[CH2:15][CH2:14]2)[C:4]2[CH2:5][CH2:6][CH2:7][CH2:8][C:9]=2[C:10]=1[C:11]#[N:12].[C:16](OC(=O)C)(=[O:18])[CH3:17], predict the reaction product. (4) Given the reactants [C:1]1([C:7]2[CH:12]=[CH:11][C:10]([C:13]3[C:17]([CH2:18]O)=[CH:16][O:15][N:14]=3)=[CH:9][CH:8]=2)[CH:6]=[CH:5][CH:4]=[CH:3][CH:2]=1.S(Cl)([Cl:22])=O, predict the reaction product. The product is: [Cl:22][CH2:18][C:17]1[C:13]([C:10]2[CH:11]=[CH:12][C:7]([C:1]3[CH:6]=[CH:5][CH:4]=[CH:3][CH:2]=3)=[CH:8][CH:9]=2)=[N:14][O:15][CH:16]=1. (5) Given the reactants Cl[C:2]1[N:10]=[C:9]([F:11])[N:8]=[C:7]2[C:3]=1[NH:4][CH:5]=[N:6]2.C(N(C(C)C)CC)(C)C.[NH2:21][CH2:22][C:23]1[CH:28]=[CH:27][N:26]=[CH:25][CH:24]=1.C(Cl)(Cl)Cl, predict the reaction product. The product is: [F:11][C:9]1[N:8]=[C:7]2[C:3]([N:4]=[CH:5][NH:6]2)=[C:2]([NH:21][CH2:22][C:23]2[CH:28]=[CH:27][N:26]=[CH:25][CH:24]=2)[N:10]=1. (6) Given the reactants [OH-].[NH4+].Cl.O=C[C@@H]([C@H]([C@@H]([C@@H](CO)O)O)O)O.[C:16]([O-:47])(=[O:46])[CH2:17][CH2:18][C@H:19]([NH:23][C:24]([C:26]1[CH:45]=[CH:44][C:29]([NH:30][CH2:31][C:32]2[CH2:33][NH:34][C:35]3[N:36]=[C:37]([NH:39][C:40]([C:42]=3[N:43]=2)=[O:41])[NH2:38])=[CH:28][CH:27]=1)=[O:25])[C:20]([OH:22])=[O:21].C1C=[N+]([C@@H]2O[C@H](COP(OP(OC[C@H]3O[C@@H](N4C5N=CN=C(N)C=5N=C4)[C@H](OP(O)(O)=O)[C@@H]3O)(O)=O)(O)=O)[C@@H](O)[C@H]2O)C=C(C(N)=O)C=1, predict the reaction product. The product is: [C:16]([OH:47])(=[O:46])[CH2:17][CH2:18][C@H:19]([NH:23][C:24]([C:26]1[CH:27]=[CH:28][C:29]([NH:30][CH2:31][CH:32]2[NH:43][C:42]3[C:40](=[O:41])[NH:39][C:37]([NH2:38])=[N:36][C:35]=3[NH:34][CH2:33]2)=[CH:44][CH:45]=1)=[O:25])[C:20]([OH:22])=[O:21]. (7) Given the reactants [NH2:1][CH:2]([CH2:21][CH2:22][C:23]1[C:32]2[C:27](=[CH:28][CH:29]=[C:30]([O:33][CH3:34])[N:31]=2)[N:26]=[CH:25][CH:24]=1)[CH2:3][CH2:4][CH:5]1[O:9][C:8](=[O:10])[N:7]([C:11]2[CH:20]=[CH:19][C:14]3[O:15][CH2:16][CH2:17][O:18][C:13]=3[CH:12]=2)[CH2:6]1.[CH3:35][S:36](Cl)(=[O:38])=[O:37], predict the reaction product. The product is: [O:15]1[C:14]2[CH:19]=[CH:20][C:11]([N:7]3[CH2:6][CH:5]([CH2:4][CH2:3][CH:2]([NH:1][S:36]([CH3:35])(=[O:38])=[O:37])[CH2:21][CH2:22][C:23]4[C:32]5[C:27](=[CH:28][CH:29]=[C:30]([O:33][CH3:34])[N:31]=5)[N:26]=[CH:25][CH:24]=4)[O:9][C:8]3=[O:10])=[CH:12][C:13]=2[O:18][CH2:17][CH2:16]1. (8) Given the reactants [CH2:1]([C:3]1[CH:8]=[CH:7][C:6]([C:9](=[O:32])[CH2:10][N:11]2[CH2:16][CH2:15][CH:14]([N:17]3[C:21]4[CH:22]=[C:23]([F:30])[C:24]([C:26]([NH:28][CH3:29])=[O:27])=[CH:25][C:20]=4[NH:19][C:18]3=[O:31])[CH2:13][CH2:12]2)=[CH:5][CH:4]=1)[CH3:2].[BH4-].[Na+].O, predict the reaction product. The product is: [CH2:1]([C:3]1[CH:8]=[CH:7][C:6]([CH:9]([OH:32])[CH2:10][N:11]2[CH2:12][CH2:13][CH:14]([N:17]3[C:21]4[CH:22]=[C:23]([F:30])[C:24]([C:26]([NH:28][CH3:29])=[O:27])=[CH:25][C:20]=4[NH:19][C:18]3=[O:31])[CH2:15][CH2:16]2)=[CH:5][CH:4]=1)[CH3:2]. (9) The product is: [CH3:27][O:26][C:12]1[CH:11]=[C:10]([CH:15]=[CH:14][C:13]=1[O:16][CH2:17][C:18]1[CH:19]=[N:20][C:21]([O:24][CH3:25])=[CH:22][CH:23]=1)[CH2:9][N:6]1[C:5]2[CH:28]=[CH:29][C:2]([N:34]3[CH2:35][CH2:36][N:31]([CH3:30])[CH2:32][C:33]3=[O:37])=[CH:3][C:4]=2[N:8]=[CH:7]1. Given the reactants I[C:2]1[CH:29]=[CH:28][C:5]2[N:6]([CH2:9][C:10]3[CH:15]=[CH:14][C:13]([O:16][CH2:17][C:18]4[CH:19]=[N:20][C:21]([O:24][CH3:25])=[CH:22][CH:23]=4)=[C:12]([O:26][CH3:27])[CH:11]=3)[CH:7]=[N:8][C:4]=2[CH:3]=1.[CH3:30][N:31]1[CH2:36][CH2:35][NH:34][C:33](=[O:37])[CH2:32]1, predict the reaction product.